This data is from Forward reaction prediction with 1.9M reactions from USPTO patents (1976-2016). The task is: Predict the product of the given reaction. (1) Given the reactants CO[C:3](=[O:21])[C:4]1[CH:9]=[C:8]([C:10]2[N:11]([CH3:15])[N:12]=[CH:13][CH:14]=2)[C:7]([C:16]([F:19])([F:18])[F:17])=[CH:6][C:5]=1[NH2:20].CC[N:24]([CH2:27]C)CC.[CH3:29][S:30]([NH:33]N)(=[O:32])=[O:31].[OH-:35].[Na+], predict the reaction product. The product is: [F:17][C:16]([F:18])([F:19])[C:7]1[CH:6]=[C:5]2[C:4]([C:3](=[O:21])[N:24]([NH:33][S:30]([CH3:29])(=[O:32])=[O:31])[C:27](=[O:35])[NH:20]2)=[CH:9][C:8]=1[C:10]1[N:11]([CH3:15])[N:12]=[CH:13][CH:14]=1. (2) The product is: [CH2:1]([N:8]1[CH:13]=[CH:12][C:11](=[O:14])[C:10]2[C:32]([C:44]3[CH:45]=[CH:46][C:41]([CH2:39][CH3:40])=[CH:42][CH:43]=3)=[C:31]([C:33]3[CH:38]=[CH:37][CH:36]=[CH:35][CH:34]=3)[O:23][C:9]1=2)[C:2]1[CH:3]=[CH:4][CH:5]=[CH:6][CH:7]=1. Given the reactants [CH2:1]([N:8]1[CH:13]=[CH:12][C:11]([O:14]CC2C=CC=CC=2)=[C:10](I)[C:9]1=[O:23])[C:2]1[CH:7]=[CH:6][CH:5]=[CH:4][CH:3]=1.C(N(CC)CC)C.[C:31]([C:33]1[CH:38]=[CH:37][CH:36]=[CH:35][CH:34]=1)#[CH:32].[CH2:39]([C:41]1[CH:46]=[CH:45][C:44](I)=[CH:43][CH:42]=1)[CH3:40], predict the reaction product. (3) Given the reactants [CH3:1][CH:2]1[CH2:11][C:10]2[C:5](=[CH:6][CH:7]=[C:8]([O:12][CH3:13])[CH:9]=2)[CH:4]([C:14]2[CH:19]=[CH:18][C:17]([N+:20]([O-:22])=[O:21])=[CH:16][CH:15]=2)[O:3]1.[OH-:23].[Na+].Cl, predict the reaction product. The product is: [OH:23][C:4]1([C:14]2[CH:19]=[CH:18][C:17]([N+:20]([O-:22])=[O:21])=[CH:16][CH:15]=2)[C:5]2[C:10](=[CH:9][C:8]([O:12][CH3:13])=[CH:7][CH:6]=2)[CH2:11][CH:2]([CH3:1])[O:3]1. (4) Given the reactants [Cl:1][C:2]1[CH:9]=[C:8]([C:10]2[CH:14]=[CH:13][NH:12][N:11]=2)[CH:7]=[CH:6][C:3]=1[C:4]#[N:5].C([NH:22][CH2:23][C@@H:24](O)[CH3:25])(OC(C)(C)C)=O.C1(P(C2C=CC=CC=2)C2C=CC=CC=2)C=CC=CC=1.CC(OC(/N=N/C(OC(C)C)=O)=O)C, predict the reaction product. The product is: [NH2:22][CH2:23][C@@H:24]([N:12]1[CH:13]=[CH:14][C:10]([C:8]2[CH:7]=[CH:6][C:3]([C:4]#[N:5])=[C:2]([Cl:1])[CH:9]=2)=[N:11]1)[CH3:25]. (5) Given the reactants [C:1]1(=[O:6])[O:5][CH2:4][CH2:3][CH2:2]1.Cl.[Cl:8][C:9]([Cl:13])=[C:10](Cl)[Cl:11], predict the reaction product. The product is: [Cl:11][C:10]([CH:4]1[O:5][C:1](=[O:6])[CH2:2][CH2:3]1)=[C:9]([Cl:13])[Cl:8]. (6) Given the reactants Cl[C:2]1[C:7]([CH2:8][CH2:9][NH:10][CH:11]2[CH2:16][CH2:15][N:14]([C:17]([O:19][C:20]([CH3:23])([CH3:22])[CH3:21])=[O:18])[CH2:13][CH2:12]2)=[CH:6][CH:5]=[C:4](Cl)[N:3]=1.ClCCl.C(N(CC)CC)C.[C]=O.[CH3:37][OH:38], predict the reaction product. The product is: [C:20]([O:19][C:17]([N:14]1[CH2:15][CH2:16][CH:11]([N:10]2[C:37](=[O:38])[C:2]3[N:3]=[C:4]([C:17]([O:19][CH3:20])=[O:18])[CH:5]=[CH:6][C:7]=3[CH2:8][CH2:9]2)[CH2:12][CH2:13]1)=[O:18])([CH3:23])([CH3:22])[CH3:21]. (7) Given the reactants [CH3:1][C:2]1[N:3]([CH2:15][CH2:16][CH2:17][CH2:18][C:19]([N:21]2[CH2:26][CH2:25][O:24][CH2:23][CH2:22]2)=[O:20])[C:4]2[C:13]3[CH:12]=[CH:11][CH:10]=[CH:9][C:8]=3[N:7]=[CH:6][C:5]=2[N:14]=1.C1C=C(Cl)C=C(C(OO)=O)C=1.C1(S(Cl)(=O)=O)C=CC=CC=1.[OH-].[NH4+:49], predict the reaction product. The product is: [CH3:1][C:2]1[N:3]([CH2:15][CH2:16][CH2:17][CH2:18][C:19]([N:21]2[CH2:26][CH2:25][O:24][CH2:23][CH2:22]2)=[O:20])[C:4]2[C:13]3[CH:12]=[CH:11][CH:10]=[CH:9][C:8]=3[N:7]=[C:6]([NH2:49])[C:5]=2[N:14]=1.